The task is: Predict the product of the given reaction.. This data is from Forward reaction prediction with 1.9M reactions from USPTO patents (1976-2016). (1) Given the reactants [CH3:1][O:2][C:3]1[CH:37]=[C:36]([O:38][CH3:39])[CH:35]=[CH:34][C:4]=1[CH2:5][N:6]([C:29]1[S:33][N:32]=[CH:31][N:30]=1)[S:7]([C:10]1[CH:19]=[CH:18][C:17]2[C:12](=[CH:13][CH:14]=[CH:15][C:16]=2B2OC(C)(C)C(C)(C)O2)[CH:11]=1)(=[O:9])=[O:8].[Br:40][C:41]1[CH:46]=[C:45]([Cl:47])[CH:44]=[CH:43][C:42]=1I.C(=O)([O-])[O-].[Na+].[Na+].O, predict the reaction product. The product is: [Br:40][C:41]1[CH:46]=[C:45]([Cl:47])[CH:44]=[CH:43][C:42]=1[C:16]1[CH:15]=[CH:14][CH:13]=[C:12]2[C:17]=1[CH:18]=[CH:19][C:10]([S:7]([N:6]([CH2:5][C:4]1[CH:34]=[CH:35][C:36]([O:38][CH3:39])=[CH:37][C:3]=1[O:2][CH3:1])[C:29]1[S:33][N:32]=[CH:31][N:30]=1)(=[O:9])=[O:8])=[CH:11]2. (2) Given the reactants [CH3:1][C:2]1[CH:3]=[C:4]([NH:8][C:9]([NH:11][C:12]2[CH:17]=[CH:16][C:15]([C:18]3[CH:19]=[C:20]([O:28][CH2:29][C:30]([O:32]C(C)(C)C)=[O:31])[CH:21]=[C:22]4[C:26]=3[CH2:25][NH:24][C:23]4=[O:27])=[CH:14][CH:13]=2)=[O:10])[CH:5]=[CH:6][CH:7]=1, predict the reaction product. The product is: [CH3:1][C:2]1[CH:3]=[C:4]([NH:8][C:9]([NH:11][C:12]2[CH:13]=[CH:14][C:15]([C:18]3[CH:19]=[C:20]([O:28][CH2:29][C:30]([OH:32])=[O:31])[CH:21]=[C:22]4[C:26]=3[CH2:25][NH:24][C:23]4=[O:27])=[CH:16][CH:17]=2)=[O:10])[CH:5]=[CH:6][CH:7]=1. (3) Given the reactants C(C[CH2:4][NH:5][C:6](=[O:32])[C@@H:7]([NH:12][C:13]([N:15]1[C:19]2[CH2:20][CH2:21][O:22][CH2:23][C:18]=2[C:17]([C:24]2[CH:29]=[CH:28][C:27]([F:30])=[C:26]([F:31])[CH:25]=2)=[N:16]1)=[O:14])[C:8]([CH3:11])([CH3:10])[CH3:9])#N.[N:33]1([C:39]2[S:40][CH:41]=[CH:42][N:43]=2)[CH2:38]CN[CH2:35][CH2:34]1, predict the reaction product. The product is: [F:31][C:26]1[CH:25]=[C:24]([C:17]2[C:18]3[CH2:23][O:22][CH2:21][CH2:20][C:19]=3[N:15]([C:13]([NH:12][C@@H:7]([C:8]([CH3:9])([CH3:10])[CH3:11])[C:6](=[O:32])[N:5]3[CH2:4][CH2:38][N:33]([C:39]4[S:40][CH:41]=[CH:42][N:43]=4)[CH2:34][CH2:35]3)=[O:14])[N:16]=2)[CH:29]=[CH:28][C:27]=1[F:30]. (4) Given the reactants C(NC(C)C)(C)C.[CH2:8]([O:10][C:11]([CH:13]1[CH2:18][CH2:17][N:16]([CH2:19][C:20]2[CH:25]=[CH:24][CH:23]=[CH:22][CH:21]=2)[CH2:15][CH2:14]1)=[O:12])[CH3:9].Br[CH2:27][CH2:28][O:29][CH3:30], predict the reaction product. The product is: [CH2:8]([O:10][C:11]([C:13]1([CH2:27][CH2:28][O:29][CH3:30])[CH2:14][CH2:15][N:16]([CH2:19][C:20]2[CH:21]=[CH:22][CH:23]=[CH:24][CH:25]=2)[CH2:17][CH2:18]1)=[O:12])[CH3:9]. (5) The product is: [F:1][C:2]([F:40])([F:41])[C:3]1[CH:4]=[C:5]([C@H:13]2[NH:39][S:42](=[O:44])(=[O:43])[N:16]([CH2:17][C:18]3[CH:23]=[C:22]([C:24]([F:25])([F:26])[F:27])[CH:21]=[CH:20][C:19]=3[C:28]3[CH:33]=[C:32]([CH:34]([CH3:35])[CH3:36])[CH:31]=[CH:30][C:29]=3[O:37][CH3:38])[C@H:14]2[CH3:15])[CH:6]=[C:7]([C:9]([F:11])([F:10])[F:12])[CH:8]=1. Given the reactants [F:1][C:2]([F:41])([F:40])[C:3]1[CH:4]=[C:5]([C@@H:13]([NH2:39])[C@@H:14]([NH:16][CH2:17][C:18]2[CH:23]=[C:22]([C:24]([F:27])([F:26])[F:25])[CH:21]=[CH:20][C:19]=2[C:28]2[CH:33]=[C:32]([CH:34]([CH3:36])[CH3:35])[CH:31]=[CH:30][C:29]=2[O:37][CH3:38])[CH3:15])[CH:6]=[C:7]([C:9]([F:12])([F:11])[F:10])[CH:8]=1.[S:42](N)(N)(=[O:44])=[O:43], predict the reaction product. (6) Given the reactants [Br:1][C:2]1[CH:3]=[N:4][C:5]2[N:6]([N:8]=[C:9]([C:11]([OH:13])=O)[CH:10]=2)[CH:7]=1.[CH3:14][C@H:15]1[C:24]2[C:19](=[CH:20][CH:21]=[CH:22][CH:23]=2)[CH2:18][CH2:17][NH:16]1, predict the reaction product. The product is: [Br:1][C:2]1[CH:3]=[N:4][C:5]2[N:6]([N:8]=[C:9]([C:11]([N:16]3[CH2:17][CH2:18][C:19]4[C:24](=[CH:23][CH:22]=[CH:21][CH:20]=4)[C@@H:15]3[CH3:14])=[O:13])[CH:10]=2)[CH:7]=1. (7) Given the reactants [CH3:1][O:2][C:3](=[O:15])[CH:4]([C:13]#[N:14])[CH2:5][C:6]1[CH:11]=[CH:10][C:9]([OH:12])=[CH:8][CH:7]=1.C([O-])([O-])=O.[K+].[K+].Br[CH2:23][C:24]1[CH:25]=[C:26]([OH:30])[CH:27]=[CH:28][CH:29]=1, predict the reaction product. The product is: [C:13]([CH:4]([CH2:5][C:6]1[CH:11]=[CH:10][C:9]([O:12][CH2:23][C:24]2[CH:29]=[CH:28][CH:27]=[C:26]([OH:30])[CH:25]=2)=[CH:8][CH:7]=1)[C:3]([O:2][CH3:1])=[O:15])#[N:14]. (8) Given the reactants [Br:1][C:2]1[CH:3]=[N:4][C:5]([C:8]2[CH:9]=[CH:10][C:11](=[O:14])[NH:12][N:13]=2)=[N:6][CH:7]=1.C(=O)([O-])[O-].[K+].[K+].CN(C=O)C.CS(O[CH2:31][C:32]#[C:33][CH2:34][CH2:35][CH2:36][CH2:37][CH2:38][CH2:39][CH3:40])(=O)=O, predict the reaction product. The product is: [Br:1][C:2]1[CH:7]=[N:6][C:5]([C:8]2[CH:9]=[CH:10][C:11](=[O:14])[N:12]([CH2:31][C:32]#[C:33][CH2:34][CH2:35][CH2:36][CH2:37][CH2:38][CH2:39][CH3:40])[N:13]=2)=[N:4][CH:3]=1.